Dataset: Full USPTO retrosynthesis dataset with 1.9M reactions from patents (1976-2016). Task: Predict the reactants needed to synthesize the given product. Given the product [Cl:1][C:2]1[C:3]([N:27]([CH:29]([CH3:30])[CH3:31])[CH3:28])=[CH:4][C:5]2[N:11]=[C:10]([C:12]3[CH:17]=[CH:16][CH:15]=[C:14]([N:18]4[C:22]([CH2:23][N:37]5[CH2:41][CH2:40][CH2:39][CH2:38]5)=[CH:21][N:20]=[N:19]4)[CH:13]=3)[CH2:9][C:8](=[O:25])[NH:7][C:6]=2[CH:26]=1, predict the reactants needed to synthesize it. The reactants are: [Cl:1][C:2]1[C:3]([N:27]([CH:29]([CH3:31])[CH3:30])[CH3:28])=[CH:4][C:5]2[N:11]=[C:10]([C:12]3[CH:17]=[CH:16][CH:15]=[C:14]([N:18]4[C:22]([CH2:23]O)=[CH:21][N:20]=[N:19]4)[CH:13]=3)[CH2:9][C:8](=[O:25])[NH:7][C:6]=2[CH:26]=1.S(Cl)(Cl)=O.[Cl-].[NH:37]1[CH2:41][CH2:40][CH2:39][CH2:38]1.